This data is from Reaction yield outcomes from USPTO patents with 853,638 reactions. The task is: Predict the reaction yield, written as a fraction of the theoretical maximum amount of product (1.0 means a 100% yield; for example, 0.34 means a 34% yield). (1) The reactants are [CH:1]([C:4]1[N:8]2[CH:9]=[CH:10][CH:11]=[CH:12][C:7]2=[N:6][C:5]=1[NH:13][C:14](=[O:20])[O:15][C:16]([CH3:19])([CH3:18])[CH3:17])([CH3:3])[CH3:2].[H-].[Na+].Cl[S:24]([C:27]1[CH:36]=[CH:35][C:30]([C:31]([O:33][CH3:34])=[O:32])=[CH:29][CH:28]=1)(=[O:26])=[O:25]. The catalyst is CN(C=O)C. The product is [C:16]([O:15][C:14]([N:13]([C:5]1[N:6]=[C:7]2[CH:12]=[CH:11][CH:10]=[CH:9][N:8]2[C:4]=1[CH:1]([CH3:3])[CH3:2])[S:24]([C:27]1[CH:28]=[CH:29][C:30]([C:31]([O:33][CH3:34])=[O:32])=[CH:35][CH:36]=1)(=[O:26])=[O:25])=[O:20])([CH3:18])([CH3:17])[CH3:19]. The yield is 0.510. (2) The reactants are [CH3:1][O:2][C:3](=[O:16])[CH:4]=[CH:5][C:6]1[CH:11]=[CH:10][CH:9]=[C:8]([S:12](Cl)(=[O:14])=[O:13])[CH:7]=1.[NH2:17][CH2:18][C:19]1[CH:20]=[N:21][CH:22]=[CH:23][CH:24]=1.C([O-])(O)=O.[Na+]. The catalyst is O1CCOCC1.O. The product is [CH3:1][O:2][C:3](=[O:16])[CH:4]=[CH:5][C:6]1[CH:11]=[CH:10][CH:9]=[C:8]([S:12](=[O:14])(=[O:13])[NH:17][CH2:18][C:19]2[CH:20]=[N:21][CH:22]=[CH:23][CH:24]=2)[CH:7]=1. The yield is 0.710. (3) The reactants are [NH2:1][CH2:2][C@H:3]1[CH2:7][CH2:6][N:5]([C:8]([O:10][C:11]([CH3:14])([CH3:13])[CH3:12])=[O:9])[CH2:4]1.Cl[C:16]([O:18][CH2:19][C:20]1[CH:25]=[CH:24][CH:23]=[CH:22][CH:21]=1)=[O:17].C(N(CC)CC)C. The catalyst is C1COCC1. The product is [C:11]([O:10][C:8]([N:5]1[CH2:6][CH2:7][C@H:3]([CH2:2][NH:1][C:16](=[O:17])[O:18][CH2:19][C:20]2[CH:25]=[CH:24][CH:23]=[CH:22][CH:21]=2)[CH2:4]1)=[O:9])([CH3:14])([CH3:13])[CH3:12]. The yield is 0.770. (4) The reactants are C(O[C:6]([NH:8][CH2:9][CH2:10][CH2:11][CH2:12][CH2:13][NH2:14])=[O:7])(C)(C)C.[C:15]([C@@H:18]([NH:51][C:52]([CH2:54][CH2:55][CH2:56][CH2:57][CH2:58][CH2:59][CH2:60][CH2:61][CH2:62][CH2:63][CH2:64][CH2:65][CH2:66][CH2:67][CH2:68][CH2:69][C:70]([OH:72])=[O:71])=[O:53])[CH2:19][CH2:20][C:21](=[O:50])[NH:22][CH2:23][CH2:24][O:25][CH2:26][CH2:27][O:28][CH2:29][C:30](=[O:49])[NH:31][CH2:32][CH2:33][O:34][CH2:35][CH2:36][O:37][CH2:38]C(ON1C(=O)CCC1=O)=O)([OH:17])=[O:16].CCN(C(C)C)C(C)C. The catalyst is C1COCC1. The product is [NH2:14][CH2:13][CH2:12][CH2:11][CH2:10][CH2:9][NH:8][C:6]([CH2:38][O:37][CH2:36][CH2:35][O:34][CH2:33][CH2:32][NH:31][C:30]([CH2:29][O:28][CH2:27][CH2:26][O:25][CH2:24][CH2:23][NH:22][C:21]([CH2:20][CH2:19][C@H:18]([NH:51][C:52]([CH2:54][CH2:55][CH2:56][CH2:57][CH2:58][CH2:59][CH2:60][CH2:61][CH2:62][CH2:63][CH2:64][CH2:65][CH2:66][CH2:67][CH2:68][CH2:69][C:70]([OH:72])=[O:71])=[O:53])[C:15]([OH:17])=[O:16])=[O:50])=[O:49])=[O:7]. The yield is 0.550. (5) The reactants are Br[C:2]1[CH:3]=[CH:4][C:5]([N+:8]([O-:10])=[O:9])=[N:6][CH:7]=1.[CH3:11][NH2:12]. No catalyst specified. The product is [CH3:11][NH:12][C:2]1[CH:3]=[CH:4][C:5]([N+:8]([O-:10])=[O:9])=[N:6][CH:7]=1. The yield is 0.800. (6) The reactants are [OH:1][C:2]1[CH:7]=[C:6]([C:8]#[N:9])[CH:5]=[CH:4][N:3]=1.C([O-])([O-])=O.[K+].[K+].[Na+].[I-].[Cl:18][C:19]1[CH:20]=[CH:21][C:22]2[S:26][C:25]([CH2:27]Cl)=[N:24][C:23]=2[CH:29]=1. The catalyst is CN(C=O)C.O. The product is [Cl:18][C:19]1[CH:20]=[CH:21][C:22]2[S:26][C:25]([CH2:27][O:1][C:2]3[CH:7]=[C:6]([CH:5]=[CH:4][N:3]=3)[C:8]#[N:9])=[N:24][C:23]=2[CH:29]=1. The yield is 0.0750. (7) The yield is 0.683. The product is [F:1][C:2]1[CH:7]=[C:6]([CH:5]=[CH:4][C:3]=1[Si:11]([CH3:14])([CH3:13])[CH3:12])[NH2:8]. The reactants are [F:1][C:2]1[CH:7]=[C:6]([N+:8]([O-])=O)[CH:5]=[CH:4][C:3]=1[Si:11]([CH3:14])([CH3:13])[CH3:12]. The catalyst is CO.[C].[Pd].